From a dataset of Forward reaction prediction with 1.9M reactions from USPTO patents (1976-2016). Predict the product of the given reaction. Given the reactants [Cl:1][C:2]1[C:3]([F:22])=[C:4]([CH:19]=[CH:20][CH:21]=1)[NH:5][C:6]1[C:15]2[C:10](=[CH:11][C:12]([OH:18])=[C:13]([O:16][CH3:17])[CH:14]=2)[N:9]=[CH:8][N:7]=1.[F-].[Cs+].CS(O[CH:30]1[CH2:35][CH2:34][N:33]([C:36]([O:38][C:39]([CH3:42])([CH3:41])[CH3:40])=[O:37])[CH2:32][CH2:31]1)(=O)=O, predict the reaction product. The product is: [Cl:1][C:2]1[C:3]([F:22])=[C:4]([CH:19]=[CH:20][CH:21]=1)[NH:5][C:6]1[C:15]2[C:10](=[CH:11][C:12]([O:18][CH:30]3[CH2:35][CH2:34][N:33]([C:36]([O:38][C:39]([CH3:42])([CH3:41])[CH3:40])=[O:37])[CH2:32][CH2:31]3)=[C:13]([O:16][CH3:17])[CH:14]=2)[N:9]=[CH:8][N:7]=1.